Task: Predict which catalyst facilitates the given reaction.. Dataset: Catalyst prediction with 721,799 reactions and 888 catalyst types from USPTO (1) The catalyst class is: 10. Product: [CH:14]([C:8]1[CH:9]=[CH:10][C:11]([CH3:13])=[CH:12][C:7]=1[N:6]1[C:5](=[O:17])[CH2:4][S:3]/[C:2]/1=[N:1]\[C:25](=[O:26])[O:27][C:28]1[CH:29]=[CH:30][C:31]([N+:34]([O-:36])=[O:35])=[CH:32][CH:33]=1)([CH3:15])[CH3:16]. Reactant: [NH:1]=[C:2]1[N:6]([C:7]2[CH:12]=[C:11]([CH3:13])[CH:10]=[CH:9][C:8]=2[CH:14]([CH3:16])[CH3:15])[C:5](=[O:17])[CH2:4][S:3]1.C(=O)([O-])[O-].[Cs+].[Cs+].Cl[C:25]([O:27][C:28]1[CH:33]=[CH:32][C:31]([N+:34]([O-:36])=[O:35])=[CH:30][CH:29]=1)=[O:26]. (2) Reactant: [C@@H:1]1([N:10]2[CH:17]=[N:16][C:14]([NH2:15])=[N:13][C:11]2=[O:12])[O:9][C@H:6]([CH2:7][OH:8])[C@@H:4]([OH:5])[C@H:2]1[OH:3].[BrH:18].C(O)(=O)C. Product: [BrH:18].[C@@H:1]1([N:10]2[CH:17]=[N:16][C:14]([NH2:15])=[N:13][C:11]2=[O:12])[O:9][C@H:6]([CH2:7][OH:8])[C@@H:4]([OH:5])[C@H:2]1[OH:3]. The catalyst class is: 5.